Dataset: Reaction yield outcomes from USPTO patents with 853,638 reactions. Task: Predict the reaction yield, written as a fraction of the theoretical maximum amount of product (1.0 means a 100% yield; for example, 0.34 means a 34% yield). (1) The reactants are [C:1]([C@H:5]1[CH2:10][CH2:9][C@H:8]([O:11][C:12]2[CH:13]=[C:14]3[C:19](=[CH:20][CH:21]=2)[CH:18]=[C:17]([CH2:22][N:23]2[CH2:26][CH:25]([C:27]([O:29][CH3:30])=[O:28])[CH2:24]2)[CH:16]=[CH:15]3)[CH2:7][CH2:6]1)([CH3:4])([CH3:3])[CH3:2].C1C(=O)N([I:38])C(=O)C1.C(O)(C(F)(F)F)=O. No catalyst specified. The product is [C:1]([C@H:5]1[CH2:6][CH2:7][C@H:8]([O:11][C:12]2[C:13]([I:38])=[C:14]3[C:19](=[CH:20][CH:21]=2)[CH:18]=[C:17]([CH2:22][N:23]2[CH2:24][CH:25]([C:27]([O:29][CH3:30])=[O:28])[CH2:26]2)[CH:16]=[CH:15]3)[CH2:9][CH2:10]1)([CH3:4])([CH3:2])[CH3:3]. The yield is 0.560. (2) The reactants are C[N:2](C)[CH:3]=[CH:4][C:5]([C:7]1[C:12](=[O:13])[CH:11]=[CH:10][N:9]([C:14]2[CH:19]=[CH:18][CH:17]=[C:16]([C:20]([F:23])([F:22])[F:21])[CH:15]=2)[N:8]=1)=O.Cl.[CH3:26][O:27][C:28]1[CH:33]=[CH:32][C:31]([NH:34]N)=[CH:30][CH:29]=1.CCN(CC)CC. The catalyst is C(O)C. The product is [CH3:26][O:27][C:28]1[CH:33]=[CH:32][C:31]([N:34]2[C:5]([C:7]3[C:12](=[O:13])[CH:11]=[CH:10][N:9]([C:14]4[CH:19]=[CH:18][CH:17]=[C:16]([C:20]([F:23])([F:22])[F:21])[CH:15]=4)[N:8]=3)=[CH:4][CH:3]=[N:2]2)=[CH:30][CH:29]=1. The yield is 0.370. (3) The reactants are [C:1]([C:3]1[CH:8]=[CH:7][C:6]([N:9]2[CH:21]([CH:22]3[CH2:26][CH2:25][CH2:24][CH2:23]3)[CH:20]3[C:11]([C:12]4[CH:13]=[CH:14][C:15]([C:27]([O:29]C)=[O:28])=[N:16][C:17]=4[CH2:18][CH2:19]3)=[N:10]2)=[CH:5][C:4]=1[CH3:31])#[N:2].[OH-].[Na+]. The catalyst is CO.O1CCCC1. The product is [C:1]([C:3]1[CH:8]=[CH:7][C:6]([N:9]2[CH:21]([CH:22]3[CH2:26][CH2:25][CH2:24][CH2:23]3)[CH:20]3[C:11]([C:12]4[CH:13]=[CH:14][C:15]([C:27]([OH:29])=[O:28])=[N:16][C:17]=4[CH2:18][CH2:19]3)=[N:10]2)=[CH:5][C:4]=1[CH3:31])#[N:2]. The yield is 0.360. (4) The reactants are [Br:1][CH2:2][C:3]1[N:4]=[CH:5][C:6]([C:9]([O:11]C)=[O:10])=[N:7][CH:8]=1.C[Si](C)(C)[O-].[K+].Cl. The catalyst is O1CCCC1.O. The product is [Br:1][CH2:2][C:3]1[N:4]=[CH:5][C:6]([C:9]([OH:11])=[O:10])=[N:7][CH:8]=1. The yield is 0.370. (5) The reactants are CC(OI1(OC(C)=O)(OC(C)=O)OC(=O)C2C=CC=CC1=2)=O.[CH:23]1([CH:26]([OH:55])[CH2:27][NH:28][C:29]([C:31]2[N:32]=[N:33][C:34]([N:37]3[CH2:42][CH2:41][N:40]([C:43](=[O:54])[C:44]4[CH:49]=[CH:48][CH:47]=[CH:46][C:45]=4[C:50]([F:53])([F:52])[F:51])[CH2:39][CH2:38]3)=[CH:35][CH:36]=2)=[O:30])[CH2:25][CH2:24]1. The catalyst is C(OCC)(=O)C. The product is [CH:23]1([C:26](=[O:55])[CH2:27][NH:28][C:29]([C:31]2[N:32]=[N:33][C:34]([N:37]3[CH2:38][CH2:39][N:40]([C:43](=[O:54])[C:44]4[CH:49]=[CH:48][CH:47]=[CH:46][C:45]=4[C:50]([F:53])([F:52])[F:51])[CH2:41][CH2:42]3)=[CH:35][CH:36]=2)=[O:30])[CH2:25][CH2:24]1. The yield is 0.870. (6) The reactants are [CH2:1]([N:3]1[CH:7]=[C:6]([C:8]2[S:16][C:15]3[C:10](=[N:11][CH:12]=[CH:13][C:14]=3[O:17][C:18]3[CH:23]=[CH:22][C:21]([NH2:24])=[CH:20][C:19]=3[F:25])[CH:9]=2)[N:5]=[CH:4]1)[CH3:2].[F:26][C:27]1[CH:32]=[CH:31][CH:30]=[CH:29][C:28]=1[CH2:33][C:34]([N:36]=[C:37]=[O:38])=[O:35]. No catalyst specified. The product is [CH2:1]([N:3]1[CH:7]=[C:6]([C:8]2[S:16][C:15]3[C:10](=[N:11][CH:12]=[CH:13][C:14]=3[O:17][C:18]3[CH:23]=[CH:22][C:21]([NH:24][C:37]([NH:36][C:34](=[O:35])[CH2:33][C:28]4[CH:29]=[CH:30][CH:31]=[CH:32][C:27]=4[F:26])=[O:38])=[CH:20][C:19]=3[F:25])[CH:9]=2)[N:5]=[CH:4]1)[CH3:2]. The yield is 0.420. (7) The yield is 0.670. The reactants are [CH3:1][O:2][C:3]1[CH:27]=[C:26]([O:28][CH3:29])[CH:25]=[CH:24][C:4]=1[CH2:5][N:6]([C:19]1[S:23][N:22]=[CH:21][N:20]=1)[S:7]([C:10]1[CH:15]=[C:14]([F:16])[C:13](F)=[CH:12][C:11]=1[F:18])(=[O:9])=[O:8].[I:30][C:31]1[CH:36]=[C:35]([C:37]([F:40])([F:39])[F:38])[CH:34]=[CH:33][C:32]=1[OH:41]. The product is [CH3:1][O:2][C:3]1[CH:27]=[C:26]([O:28][CH3:29])[CH:25]=[CH:24][C:4]=1[CH2:5][N:6]([C:19]1[S:23][N:22]=[CH:21][N:20]=1)[S:7]([C:10]1[CH:15]=[C:14]([F:16])[C:13]([O:41][C:32]2[CH:33]=[CH:34][C:35]([C:37]([F:38])([F:39])[F:40])=[CH:36][C:31]=2[I:30])=[CH:12][C:11]=1[F:18])(=[O:8])=[O:9]. No catalyst specified. (8) The reactants are C12(C3C=C(C=CC=3OC(C)C)CCC(C(O)CCO)NC)CC3CC(CC(C3)C1)C2.[C:31]12([C:41]3[CH:42]=[C:43]([CH:65]=[CH:66][C:67]=3[O:68][CH:69]([CH3:71])[CH3:70])[CH2:44][CH2:45][N:46]([CH2:48][C:49]3([NH:57]C(=O)OC(C)(C)C)[CH2:54][O:53]C(C)(C)[O:51][CH2:50]3)[CH3:47])[CH2:40][CH:35]3[CH2:36][CH:37]([CH2:39][CH:33]([CH2:34]3)[CH2:32]1)[CH2:38]2.C(OC1C=C(C2ON=C(C3C=CC=C4C=3CCN4CC3(NC(=O)OC(C)(C)C)COC(C)(C)OC3)N=2)C=CC=1OCC)C. No catalyst specified. The product is [NH2:57][C:49]([CH2:48][N:46]([CH2:45][CH2:44][C:43]1[CH:65]=[CH:66][C:67]([O:68][CH:69]([CH3:71])[CH3:70])=[C:41]([C:31]23[CH2:40][CH:35]4[CH2:36][CH:37]([CH2:39][CH:33]([CH2:34]4)[CH2:32]2)[CH2:38]3)[CH:42]=1)[CH3:47])([CH2:54][OH:53])[CH2:50][OH:51]. The yield is 0.490.